This data is from Catalyst prediction with 721,799 reactions and 888 catalyst types from USPTO. The task is: Predict which catalyst facilitates the given reaction. Reactant: [I-].C[P+](C1C=CC=CC=1)(C1C=CC=CC=1)C1C=CC=CC=1.C(OC(N1C(=O)[C@@H]2C[C@H]1CC[C@@H]2NC(OCC1C=CC=CC=1)=O)=O)(C)(C)C.[CH2:49]([O:56][C:57](=[O:81])[NH:58][C@H:59]1[CH2:63][CH2:62][N:61]([C@H:64]2[CH2:69][CH2:68][C@@H:67]([NH:70]C(OC(C)(C)C)=O)[CH2:66][C@H:65]2[CH2:78][CH3:79])[C:60]1=[O:80])[C:50]1[CH:55]=[CH:54][CH:53]=[CH:52][CH:51]=1. Product: [NH2:70][C@@H:67]1[CH2:68][CH2:69][C@H:64]([N:61]2[CH2:62][CH2:63][C@H:59]([NH:58][C:57](=[O:81])[O:56][CH2:49][C:50]3[CH:51]=[CH:52][CH:53]=[CH:54][CH:55]=3)[C:60]2=[O:80])[C@H:65]([CH2:78][CH3:79])[CH2:66]1. The catalyst class is: 157.